From a dataset of Catalyst prediction with 721,799 reactions and 888 catalyst types from USPTO. Predict which catalyst facilitates the given reaction. (1) Reactant: [N:1]([C:4]1[CH:5]=[CH:6][C:7]([CH3:35])=[C:8]([N:10]2[CH2:33][CH2:32][C:13]3[N:14]=[C:15]([NH:18][C:19]4[CH:24]=[CH:23][C:22]([N:25]5[CH2:30][CH2:29][N:28]([CH3:31])[CH2:27][CH2:26]5)=[CH:21][CH:20]=4)[N:16]=[CH:17][C:12]=3[C:11]2=[O:34])[CH:9]=1)=[C:2]=S.[NH2:36][C:37]1[CH:42]=[CH:41][CH:40]=[CH:39][C:38]=1[OH:43].CCN=C=NCCCN(C)C.Cl. Product: [O:43]1[C:38]2[CH:39]=[CH:40][CH:41]=[CH:42][C:37]=2[N:36]=[C:2]1[NH:1][C:4]1[CH:5]=[CH:6][C:7]([CH3:35])=[C:8]([N:10]2[CH2:33][CH2:32][C:13]3[N:14]=[C:15]([NH:18][C:19]4[CH:24]=[CH:23][C:22]([N:25]5[CH2:30][CH2:29][N:28]([CH3:31])[CH2:27][CH2:26]5)=[CH:21][CH:20]=4)[N:16]=[CH:17][C:12]=3[C:11]2=[O:34])[CH:9]=1. The catalyst class is: 1. (2) Reactant: Br[C:2]1[CH:29]=[CH:28][C:5]([CH2:6][NH:7][C:8]2[N:25]=[CH:24][C:23]([C:26]#[N:27])=[CH:22][C:9]=2[C:10]([NH:12][C@H:13]([C:15]2[CH:20]=[CH:19][C:18]([F:21])=[CH:17][CH:16]=2)[CH3:14])=[O:11])=[C:4]([F:30])[CH:3]=1.CC([O-])=O.[K+].CS(C)=O.[CH3:40][C:41]1([CH3:57])[C:45]([CH3:47])([CH3:46])[O:44][B:43]([B:43]2[O:44][C:45]([CH3:47])([CH3:46])[C:41]([CH3:57])([CH3:40])[O:42]2)[O:42]1. Product: [C:26]([C:23]1[CH:24]=[N:25][C:8]([NH:7][CH2:6][C:5]2[CH:28]=[CH:29][C:2]([B:43]3[O:44][C:45]([CH3:47])([CH3:46])[C:41]([CH3:57])([CH3:40])[O:42]3)=[CH:3][C:4]=2[F:30])=[C:9]([CH:22]=1)[C:10]([NH:12][C@H:13]([C:15]1[CH:20]=[CH:19][C:18]([F:21])=[CH:17][CH:16]=1)[CH3:14])=[O:11])#[N:27]. The catalyst class is: 75. (3) The catalyst class is: 126. Product: [I:19][C:2]1[CH:3]=[C:4]([CH:9]=[C:10]([N+:13]([O-:15])=[O:14])[C:11]=1[CH3:12])[C:5]([O:7][CH3:8])=[O:6]. Reactant: N[C:2]1[CH:3]=[C:4]([CH:9]=[C:10]([N+:13]([O-:15])=[O:14])[C:11]=1[CH3:12])[C:5]([O:7][CH3:8])=[O:6].N([O-])=O.[I-:19].[K+]. (4) Reactant: Br[C:2]1[CH:11]=[CH:10][CH:9]=[C:8]2[C:3]=1[CH:4]=[CH:5][N:6]=[CH:7]2.[N+:12]([C:15]1[CH:16]=[C:17](B(O)O)[CH:18]=[CH:19][CH:20]=1)([O-:14])=[O:13]. Product: [N+:12]([C:15]1[CH:20]=[C:19]([C:2]2[CH:11]=[CH:10][CH:9]=[C:8]3[C:3]=2[CH:4]=[CH:5][N:6]=[CH:7]3)[CH:18]=[CH:17][CH:16]=1)([O-:14])=[O:13]. The catalyst class is: 73. (5) Product: [OH:45][C:41]1[CH:40]=[C:39]([CH3:46])[C:38]([C:36]2[N:37]=[C:33]([NH:32][C:2](=[O:10])[C:3]3[CH:4]=[CH:5][N:6]=[CH:7][CH:8]=3)[S:34][CH:35]=2)=[C:43]([CH3:44])[CH:42]=1. Reactant: Cl.[C:2]([OH:10])(=O)[C:3]1[CH:8]=[CH:7][N:6]=[CH:5][CH:4]=1.C(Cl)CCl.C1C=CC2N(O)N=NC=2C=1.CCN(CC)CC.[NH2:32][C:33]1[S:34][CH:35]=[C:36]([C:38]2[C:43]([CH3:44])=[CH:42][C:41]([OH:45])=[CH:40][C:39]=2[CH3:46])[N:37]=1. The catalyst class is: 3. (6) Product: [CH2:1]([O:8][C:9]1[CH:14]=[CH:13][C:12]([CH2:15][CH:16]([O:22][C:28]2[CH:29]=[CH:30][C:25]([C:23]#[N:24])=[CH:26][CH:27]=2)[C:17]([O:19][CH2:20][CH3:21])=[O:18])=[CH:11][CH:10]=1)[C:2]1[CH:7]=[CH:6][CH:5]=[CH:4][CH:3]=1. The catalyst class is: 11. Reactant: [CH2:1]([O:8][C:9]1[CH:14]=[CH:13][C:12]([CH2:15][CH:16]([OH:22])[C:17]([O:19][CH2:20][CH3:21])=[O:18])=[CH:11][CH:10]=1)[C:2]1[CH:7]=[CH:6][CH:5]=[CH:4][CH:3]=1.[C:23]([C:25]1[CH:30]=[CH:29][C:28](O)=[CH:27][CH:26]=1)#[N:24].C1(P(C2C=CC=CC=2)C2C=CC=CC=2)C=CC=CC=1.CCOC(/N=N/C(OCC)=O)=O.